Task: Predict the reactants needed to synthesize the given product.. Dataset: Full USPTO retrosynthesis dataset with 1.9M reactions from patents (1976-2016) Given the product [CH3:39][O:40][C:41]1[CH:42]=[C:43]([C:44]([N:35]2[CH2:36][CH2:37][CH2:38][CH:33]([C:30]3[CH:29]=[CH:28][C:27]([CH3:26])=[CH:32][CH:31]=3)[CH2:34]2)=[O:45])[CH:47]=[CH:48][N:49]=1, predict the reactants needed to synthesize it. The reactants are: FC1C=CC=CC=1C1CCCN(C(C2C=CN=C(N(C)C)C=2)=O)C1.Cl.[CH3:26][C:27]1[CH:32]=[CH:31][C:30]([CH:33]2[CH2:38][CH2:37][CH2:36][NH:35][CH2:34]2)=[CH:29][CH:28]=1.[CH3:39][O:40][C:41]1[CH:42]=[C:43]([CH:47]=[CH:48][N:49]=1)[C:44](O)=[O:45].